Dataset: Catalyst prediction with 721,799 reactions and 888 catalyst types from USPTO. Task: Predict which catalyst facilitates the given reaction. (1) Reactant: [CH2:1]([N:8]1[CH2:13][CH2:12][C:11]([NH:20][C:21](=O)OC)([C:14]2[CH:19]=[CH:18][N:17]=[CH:16][CH:15]=2)[CH2:10][CH2:9]1)[C:2]1[CH:7]=[CH:6][CH:5]=[CH:4][CH:3]=1.[H-].[Al+3].[Li+].[H-].[H-].[H-].S([O-])([O-])(=O)=O.[Na+].[Na+]. Product: [CH2:1]([N:8]1[CH2:9][CH2:10][C:11]([C:14]2[CH:19]=[CH:18][N:17]=[CH:16][CH:15]=2)([NH:20][CH3:21])[CH2:12][CH2:13]1)[C:2]1[CH:7]=[CH:6][CH:5]=[CH:4][CH:3]=1. The catalyst class is: 7. (2) Reactant: C([O:8][C:9]1[C:10]([N+:26]([O-])=O)=[C:11]([CH:16]=[CH:17][C:18]=1[C:19]1[C:20]([CH3:25])=[N:21][O:22][C:23]=1[CH3:24])[C:12]([O:14][CH3:15])=[O:13])C1C=CC=CC=1. Product: [NH2:26][C:10]1[C:9]([OH:8])=[C:18]([C:19]2[C:20]([CH3:25])=[N:21][O:22][C:23]=2[CH3:24])[CH:17]=[CH:16][C:11]=1[C:12]([O:14][CH3:15])=[O:13]. The catalyst class is: 5. (3) Reactant: Cl[C:2]1[C:11]2[C:6](=[CH:7][C:8]([S:12]([N:15]([CH2:21][C:22]3[CH:27]=[CH:26][C:25]([O:28][CH3:29])=[CH:24][C:23]=3[O:30][CH3:31])[C:16]3[S:17][CH:18]=[CH:19][N:20]=3)(=[O:14])=[O:13])=[CH:9][CH:10]=2)[C:5]([F:32])=[CH:4][N:3]=1.[CH3:33][O:34][C:35]1[CH:40]=[C:39]([C:41]([F:44])([F:43])[F:42])[CH:38]=[CH:37][C:36]=1B(O)O.C(=O)([O-])[O-].[K+].[K+].O1CCOCC1. Product: [CH3:31][O:30][C:23]1[CH:24]=[C:25]([O:28][CH3:29])[CH:26]=[CH:27][C:22]=1[CH2:21][N:15]([C:16]1[S:17][CH:18]=[CH:19][N:20]=1)[S:12]([C:8]1[CH:7]=[C:6]2[C:11](=[CH:10][CH:9]=1)[C:2]([C:36]1[CH:37]=[CH:38][C:39]([C:41]([F:44])([F:43])[F:42])=[CH:40][C:35]=1[O:34][CH3:33])=[N:3][CH:4]=[C:5]2[F:32])(=[O:14])=[O:13]. The catalyst class is: 103.